This data is from Full USPTO retrosynthesis dataset with 1.9M reactions from patents (1976-2016). The task is: Predict the reactants needed to synthesize the given product. (1) Given the product [ClH:19].[NH2:1][C@@H:2]1[C:10]2[C:5](=[CH:6][CH:7]=[CH:8][CH:9]=2)[CH2:4][C@H:3]1[CH3:11], predict the reactants needed to synthesize it. The reactants are: [NH2:1][C@@H:2]1[C:10]2[C:5](=[CH:6][CH:7]=[CH:8][CH:9]=2)[CH2:4][C@H:3]1[CH3:11].COCC(OC)=O.[Cl:19]CCl. (2) The reactants are: C(=O)([O-])[O-].[K+].[K+].[CH2:7](Cl)[C:8]1[CH:13]=[CH:12][CH:11]=[CH:10][CH:9]=1.[CH2:15]([O:17][CH2:18][CH2:19][O:20][C:21]1[CH:28]=[CH:27][C:24]([CH:25]=[O:26])=[CH:23][C:22]=1[OH:29])[CH3:16]. Given the product [CH2:7]([O:29][C:22]1[CH:23]=[C:24]([CH:27]=[CH:28][C:21]=1[O:20][CH2:19][CH2:18][O:17][CH2:15][CH3:16])[CH:25]=[O:26])[C:8]1[CH:13]=[CH:12][CH:11]=[CH:10][CH:9]=1, predict the reactants needed to synthesize it. (3) Given the product [Br:20][C:16]1[N:15]=[C:14]([C:2]2([CH3:13])[CH2:3][O:4][C@@:5]([CH3:12])([C:8]([F:10])([F:9])[F:11])[C:6]([NH2:7])=[N:1]2)[CH:19]=[CH:18][CH:17]=1, predict the reactants needed to synthesize it. The reactants are: [NH2:1][C:2]([C:14]1[CH:19]=[CH:18][CH:17]=[C:16]([Br:20])[N:15]=1)([CH3:13])[CH2:3][O:4][C@@:5]([CH3:12])([C:8]([F:11])([F:10])[F:9])[C:6]#[N:7].C(N[C@H](C(O)=O)CS)(=O)C.C([O-])([O-])=O.[K+].[K+]. (4) Given the product [Cl:3][C:4]1[CH:5]=[C:6]([C:22]2[CH2:23][CH2:24][C:25](=[O:28])[NH:26][N:27]=2)[CH:7]=[CH:8][C:9]=1[O:10][CH2:11][CH2:12][CH2:13][O:14][C:15]1[CH:20]=[CH:19][C:18]([O:21][CH2:32][CH:30]2[CH2:31][O:29]2)=[CH:17][CH:16]=1, predict the reactants needed to synthesize it. The reactants are: [H-].[Na+].[Cl:3][C:4]1[CH:5]=[C:6]([C:22]2[CH2:23][CH2:24][C:25](=[O:28])[NH:26][N:27]=2)[CH:7]=[CH:8][C:9]=1[O:10][CH2:11][CH2:12][CH2:13][O:14][C:15]1[CH:20]=[CH:19][C:18]([OH:21])=[CH:17][CH:16]=1.[O:29]1[CH2:31][CH:30]1[CH2:32]OS(C1C=CC=C([N+]([O-])=O)C=1)(=O)=O.[Cl-].[NH4+]. (5) Given the product [Cr:2]([O-:12])([O:4][Cl:5])(=[O:3])=[O:1].[NH+:6]1[CH:11]=[CH:10][CH:9]=[CH:8][CH:7]=1, predict the reactants needed to synthesize it. The reactants are: [O-2:1].[Cr+6:2].[O-2:3].[O-2:4].[ClH:5].[N:6]1[CH:11]=[CH:10][CH:9]=[CH:8][CH:7]=1.[O-2:12].[Al+3].[O-2].[O-2].[Al+3].